This data is from Forward reaction prediction with 1.9M reactions from USPTO patents (1976-2016). The task is: Predict the product of the given reaction. Given the reactants [Br:1][C:2]1[CH:8]=[CH:7][CH:6]=[C:5](Br)[C:3]=1[NH2:4].BrC1C2N=C(S)SC=2C=CC=1.[Cl:21][C:22]1[S:23]C2C=CC(Cl)=CC=2N=1, predict the reaction product. The product is: [Br:1][C:2]1[C:3]2[N:4]=[C:22]([Cl:21])[S:23][C:5]=2[CH:6]=[CH:7][CH:8]=1.